From a dataset of Full USPTO retrosynthesis dataset with 1.9M reactions from patents (1976-2016). Predict the reactants needed to synthesize the given product. (1) Given the product [C:1]([O:5][C:6](=[O:17])[NH:7][CH:8]([CH:11]([OH:16])[C:12](=[NH:15])[NH:13][O:14][C:18](=[O:25])[C:19]1[CH:24]=[CH:23][CH:22]=[CH:21][CH:20]=1)[CH2:9][CH3:10])([CH3:2])([CH3:3])[CH3:4], predict the reactants needed to synthesize it. The reactants are: [C:1]([O:5][C:6](=[O:17])[NH:7][CH:8]([CH:11]([OH:16])[C:12](=[NH:15])[NH:13][OH:14])[CH2:9][CH3:10])([CH3:4])([CH3:3])[CH3:2].[C:18](O)(=[O:25])[C:19]1[CH:24]=[CH:23][CH:22]=[CH:21][CH:20]=1.CCN=C=NCCCN(C)C.C1C=CC2N(O)N=NC=2C=1.C(N(CC)CC)C. (2) Given the product [NH2:1][C:2]1[CH:3]=[C:4]2[C:9](=[CH:10][CH:11]=1)[C:8]([O:12][S:19]([C:14]1[CH:15]=[CH:16][CH:17]=[CH:18][C:13]=1[CH3:23])(=[O:21])=[O:20])=[CH:7][CH:6]=[CH:5]2, predict the reactants needed to synthesize it. The reactants are: [NH2:1][C:2]1[CH:3]=[C:4]2[C:9](=[CH:10][CH:11]=1)[C:8]([OH:12])=[CH:7][CH:6]=[CH:5]2.[C:13]1([CH3:23])[C:14]([S:19](Cl)(=[O:21])=[O:20])=[CH:15][CH:16]=[CH:17][CH:18]=1. (3) Given the product [NH2:37][C:36]1[N:38]=[C:7]([NH2:8])[C:6]([CH:5]([O:47][CH2:32][CH2:31][CH2:30][CH:29]([O:41][CH3:40])[CH3:28])[C:4]2[CH:3]=[CH:19][CH:18]=[CH:17][CH:16]=2)=[CH:9][N:35]=1, predict the reactants needed to synthesize it. The reactants are: CO[C:3]1[CH:19]=[CH:18][C:17](OCCCCC)=[CH:16][C:4]=1[CH2:5][C:6](=[CH:9]N1CCOCC1)[C:7]#[N:8].Cl.N[C:28]1C=[CH:32][CH:31]=[CH:30][CH:29]=1.Cl.[NH2:35][C:36]([NH2:38])=[NH:37].C[CH2:40][O-:41].[Na+].[Na+].[Cl-].CC[OH:47].